Task: Predict which catalyst facilitates the given reaction.. Dataset: Catalyst prediction with 721,799 reactions and 888 catalyst types from USPTO (1) Reactant: [Cl:1][C:2]1[CH:3]=[C:4]([C:9](O)([C:30]([F:33])([F:32])[F:31])[CH2:10][C:11]([C:13]2[CH:28]=[CH:27][C:16]([C:17]([NH:19][CH2:20][C:21]3[CH:26]=[CH:25][CH:24]=[CH:23][N:22]=3)=[O:18])=[C:15]([CH3:29])[CH:14]=2)=[O:12])[CH:5]=[C:6]([Cl:8])[CH:7]=1.C1(C)C=CC=CC=1.C(OC(=O)C)(=O)C.C(N(CCCC)CCCC)CCC. Product: [Cl:1][C:2]1[CH:3]=[C:4]([C:9]([C:30]([F:33])([F:32])[F:31])=[CH:10][C:11]([C:13]2[CH:28]=[CH:27][C:16]([C:17]([NH:19][CH2:20][C:21]3[CH:26]=[CH:25][CH:24]=[CH:23][N:22]=3)=[O:18])=[C:15]([CH3:29])[CH:14]=2)=[O:12])[CH:5]=[C:6]([Cl:8])[CH:7]=1. The catalyst class is: 777. (2) Reactant: [CH2:1]([CH:3]1[CH2:7][CH:6]([OH:8])[CH2:5][CH:4]1[C:9]([O:11][CH2:12][CH3:13])=[O:10])[CH3:2].[CH3:14][C:15]([Si:18](Cl)([CH3:20])[CH3:19])([CH3:17])[CH3:16].N1C=CN=C1.CCCCCCC. Product: [Si:18]([O:8][CH:6]1[CH2:5][CH:4]([C:9]([O:11][CH2:12][CH3:13])=[O:10])[CH:3]([CH2:1][CH3:2])[CH2:7]1)([C:15]([CH3:17])([CH3:16])[CH3:14])([CH3:20])[CH3:19]. The catalyst class is: 3.